From a dataset of Catalyst prediction with 721,799 reactions and 888 catalyst types from USPTO. Predict which catalyst facilitates the given reaction. (1) Reactant: C(Cl)(=O)C(Cl)=O.S(Cl)(Cl)=O.[N:11]1[CH:16]=[CH:15][CH:14]=[C:13]([N:17]2[CH:21]=[C:20](N)[CH:19]=[N:18]2)[CH:12]=1.CCN(C(C)C)C(C)C. Product: [N:17]1([C:13]2[CH:12]=[N:11][CH:16]=[CH:15][CH:14]=2)[CH:21]=[CH:20][CH:19]=[N:18]1. The catalyst class is: 59. (2) Reactant: [Cl:1][C:2]1[CH:3]=[C:4]([CH:23]=[C:24]([Cl:26])[CH:25]=1)[CH2:5][C:6]1[C:7]([NH:15]C(=O)OC(C)(C)C)=[N:8][N:9]([CH2:12][CH2:13][OH:14])[C:10]=1[CH3:11].Cl. Product: [NH2:15][C:7]1[C:6]([CH2:5][C:4]2[CH:3]=[C:2]([Cl:1])[CH:25]=[C:24]([Cl:26])[CH:23]=2)=[C:10]([CH3:11])[N:9]([CH2:12][CH2:13][OH:14])[N:8]=1. The catalyst class is: 12. (3) Reactant: C(N(CC)CC)C.O=C1CCC(=O)N1[O:15][C:16](=O)[CH2:17][C:18]#[N:19].[NH:21]1[CH2:26][CH2:25][CH2:24][C@@H:23]([NH:27][C:28]2[CH:33]=[CH:32][N:31]=[C:30]([C:34]3[N:38]4[CH:39]=[C:40]([C:43]#[N:44])[CH:41]=[CH:42][C:37]4=[N:36][CH:35]=3)[N:29]=2)[CH2:22]1. Product: [C:18]([CH2:17][C:16]([N:21]1[CH2:26][CH2:25][CH2:24][C@@H:23]([NH:27][C:28]2[CH:33]=[CH:32][N:31]=[C:30]([C:34]3[N:38]4[CH:39]=[C:40]([C:43]#[N:44])[CH:41]=[CH:42][C:37]4=[N:36][CH:35]=3)[N:29]=2)[CH2:22]1)=[O:15])#[N:19]. The catalyst class is: 4. (4) Product: [CH3:10][C@@H:11]1[N:12]([C:2]2[CH:9]=[CH:8][C:5]([C:6]#[N:7])=[CH:4][CH:3]=2)[CH2:13][CH2:14][O:15][CH2:16]1. The catalyst class is: 58. Reactant: F[C:2]1[CH:9]=[CH:8][C:5]([C:6]#[N:7])=[CH:4][CH:3]=1.[CH3:10][C@H:11]1[CH2:16][O:15][CH2:14][CH2:13][NH:12]1.C([O-])([O-])=O.[K+].[K+]. (5) Reactant: [C:1]([NH:5][S:6]([C:9]1[CH:14]=[C:13]([N+:15]([O-])=O)[CH:12]=[C:11]([F:18])[CH:10]=1)(=[O:8])=[O:7])([CH3:4])([CH3:3])[CH3:2].[NH4+].[Cl-]. Product: [NH2:15][C:13]1[CH:14]=[C:9]([S:6]([NH:5][C:1]([CH3:4])([CH3:3])[CH3:2])(=[O:7])=[O:8])[CH:10]=[C:11]([F:18])[CH:12]=1. The catalyst class is: 447. (6) Reactant: [F:1][C:2]([F:41])([F:40])[C:3]1[CH:8]=[CH:7][C:6]([C:9]2[CH2:14][CH2:13][CH2:12][CH2:11][C:10]=2[C:15]([NH:17][C:18]2[CH:39]=[CH:38][C:21]([O:22][CH2:23][CH2:24][C:25]3[N:26]=[C:27]([NH:30]C(=O)OC(C)(C)C)[S:28][CH:29]=3)=[CH:20][CH:19]=2)=[O:16])=[CH:5][CH:4]=1.FC(F)(F)C(O)=O. Product: [NH2:30][C:27]1[S:28][CH:29]=[C:25]([CH2:24][CH2:23][O:22][C:21]2[CH:38]=[CH:39][C:18]([NH:17][C:15]([C:10]3[CH2:11][CH2:12][CH2:13][CH2:14][C:9]=3[C:6]3[CH:5]=[CH:4][C:3]([C:2]([F:41])([F:1])[F:40])=[CH:8][CH:7]=3)=[O:16])=[CH:19][CH:20]=2)[N:26]=1. The catalyst class is: 4. (7) Reactant: C([O-])([O-])=O.[K+].[K+].[C:7]([N:10]([C:17]1[CH:22]=[CH:21][C:20]([CH2:23][CH2:24][S:25]([N:28]2[CH2:49][CH2:48][C:31]3([N:35]=[C:34]([C:36]4[CH:41]=[CH:40][CH:39]=[C:38]([O:42][C:43]([F:46])([F:45])[F:44])[CH:37]=4)[NH:33][C:32]3=[O:47])[CH2:30][CH2:29]2)(=[O:27])=[O:26])=[C:19]([CH3:50])[CH:18]=1)[CH2:11][CH2:12][O:13]C(=O)C)(=[O:9])[CH3:8].O. Product: [OH:13][CH2:12][CH2:11][N:10]([C:17]1[CH:22]=[CH:21][C:20]([CH2:23][CH2:24][S:25]([N:28]2[CH2:49][CH2:48][C:31]3([N:35]=[C:34]([C:36]4[CH:41]=[CH:40][CH:39]=[C:38]([O:42][C:43]([F:45])([F:46])[F:44])[CH:37]=4)[NH:33][C:32]3=[O:47])[CH2:30][CH2:29]2)(=[O:27])=[O:26])=[C:19]([CH3:50])[CH:18]=1)[C:7](=[O:9])[CH3:8]. The catalyst class is: 100. (8) Reactant: [CH2:1]([NH:8][C:9]1[CH:14]=[CH:13][C:12]([C:15]([N:17]2[CH2:22][CH2:21][O:20][CH:19]([C:23]3[CH:28]=[CH:27][CH:26]=[CH:25][CH:24]=3)[CH2:18]2)=[O:16])=[CH:11][CH:10]=1)[C:2]1[CH:7]=[CH:6][CH:5]=[CH:4][CH:3]=1.[CH3:29][N:30]([CH3:35])[S:31](Cl)(=[O:33])=[O:32]. Product: [CH2:1]([N:8]([C:9]1[CH:10]=[CH:11][C:12]([C:15]([N:17]2[CH2:22][CH2:21][O:20][CH:19]([C:23]3[CH:28]=[CH:27][CH:26]=[CH:25][CH:24]=3)[CH2:18]2)=[O:16])=[CH:13][CH:14]=1)[S:31]([N:30]([CH3:35])[CH3:29])(=[O:33])=[O:32])[C:2]1[CH:3]=[CH:4][CH:5]=[CH:6][CH:7]=1. The catalyst class is: 17. (9) Reactant: [Cl:1][C:2]1[CH:3]=[C:4]([C@H:9]2[CH2:13][N:12]([C:14]([CH:16]3[CH2:21][CH2:20][N:19]([C:22]([C:24]4([CH3:27])[CH2:26][CH2:25]4)=[O:23])[CH2:18][CH2:17]3)=[O:15])[CH2:11][C@@H:10]2[N:28]([CH3:32])[C:29](Cl)=[O:30])[CH:5]=[CH:6][C:7]=1[Cl:8].[CH:33]1([CH2:36][CH2:37][NH:38][CH3:39])[CH2:35][CH2:34]1.C(N(CC)C(C)C)(C)C. Product: [CH:33]1([CH2:36][CH2:37][N:38]([CH3:39])[C:29]([N:28]([C@@H:10]2[C@@H:9]([C:4]3[CH:5]=[CH:6][C:7]([Cl:8])=[C:2]([Cl:1])[CH:3]=3)[CH2:13][N:12]([C:14]([CH:16]3[CH2:17][CH2:18][N:19]([C:22]([C:24]4([CH3:27])[CH2:25][CH2:26]4)=[O:23])[CH2:20][CH2:21]3)=[O:15])[CH2:11]2)[CH3:32])=[O:30])[CH2:35][CH2:34]1. The catalyst class is: 56.